From a dataset of Forward reaction prediction with 1.9M reactions from USPTO patents (1976-2016). Predict the product of the given reaction. (1) Given the reactants Br[C:2]1[N:3]=[C:4]([N:7]2[C:11]3[CH:12]=[CH:13][CH:14]=[CH:15][C:10]=3[N:9]([CH2:16][C:17]([O:19][C:20]([CH3:23])([CH3:22])[CH3:21])=[O:18])[C:8]2=[O:24])[S:5][CH:6]=1.[CH2:25](N(CC)CC)C.[C:32](C1C=C2C(=CC=1)CC1(C(=O)NC(=O)N1)CC2)([OH:34])=[O:33], predict the reaction product. The product is: [C:20]([O:19][C:17](=[O:18])[CH2:16][N:9]1[C:10]2[CH:15]=[CH:14][CH:13]=[CH:12][C:11]=2[N:7]([C:4]2[S:5][CH:6]=[C:2]([C:32]([O:34][CH3:25])=[O:33])[N:3]=2)[C:8]1=[O:24])([CH3:23])([CH3:22])[CH3:21]. (2) Given the reactants [Cl:1][C:2]1[N:7]=[C:6](Cl)[C:5]([Cl:9])=[CH:4][N:3]=1.C(=O)([O-])[O-].[K+].[K+].[CH3:16][O:17][C:18]1[CH:23]=[C:22]([N:24]2[CH2:29][CH2:28][O:27][CH2:26][CH2:25]2)[CH:21]=[CH:20][C:19]=1[NH2:30], predict the reaction product. The product is: [Cl:1][C:2]1[N:7]=[C:6]([NH:30][C:19]2[CH:20]=[CH:21][C:22]([N:24]3[CH2:25][CH2:26][O:27][CH2:28][CH2:29]3)=[CH:23][C:18]=2[O:17][CH3:16])[C:5]([Cl:9])=[CH:4][N:3]=1.